Dataset: Forward reaction prediction with 1.9M reactions from USPTO patents (1976-2016). Task: Predict the product of the given reaction. (1) Given the reactants [CH3:1][O:2][C:3]1[CH:8]=[C:7]([N+:9]([O-:11])=[O:10])[CH:6]=[CH:5][C:4]=1[C:12]1[S:16][C:15]([CH2:17][NH:18][C:19](=[O:25])OC(C)(C)C)=[N:14][N:13]=1.[C:26](O)(=O)C, predict the reaction product. The product is: [CH3:1][O:2][C:3]1[CH:8]=[C:7]([N+:9]([O-:11])=[O:10])[CH:6]=[CH:5][C:4]=1[C:12]1[S:16][C:15]([CH2:17][NH:18][C:19](=[O:25])[CH3:26])=[N:14][N:13]=1. (2) Given the reactants [NH2:1][CH2:2][CH2:3][C:4]1[C:12]2[C:7](=[CH:8][CH:9]=[CH:10][CH:11]=2)[NH:6][C:5]=1[C:13]1([C:26]2[NH:27][C:28]3[C:33]([C:34]=2[CH3:35])=[CH:32][CH:31]=[CH:30][CH:29]=3)[CH2:18][CH2:17][C:16]([N:23]([CH3:25])[CH3:24])([CH2:19][CH2:20][CH2:21][CH3:22])[CH2:15][CH2:14]1.C(N(CC)CC)C.[CH:43]1([S:48](Cl)(=[O:50])=[O:49])[CH2:47][CH2:46][CH2:45][CH2:44]1.[OH-].[Na+], predict the reaction product. The product is: [CH2:19]([C:16]1([N:23]([CH3:25])[CH3:24])[CH2:17][CH2:18][C:13]([C:5]2[NH:6][C:7]3[C:12]([C:4]=2[CH2:3][CH2:2][NH:1][S:48]([CH:43]2[CH2:47][CH2:46][CH2:45][CH2:44]2)(=[O:50])=[O:49])=[CH:11][CH:10]=[CH:9][CH:8]=3)([C:26]2[NH:27][C:28]3[C:33]([C:34]=2[CH3:35])=[CH:32][CH:31]=[CH:30][CH:29]=3)[CH2:14][CH2:15]1)[CH2:20][CH2:21][CH3:22]. (3) Given the reactants [H-].[Na+].C(C1C=[C:7]([NH:11][C:12](=O)[CH3:13])[CH:8]=[CH:9][CH:10]=1)#N.BrCC(O[C:20]([CH3:23])(C)C)=O.[ClH:24].O1[CH2:30][CH2:29]OCC1.[C:31](=[O:34])([O-])[O-].[NH4+:35].[NH4+], predict the reaction product. The product is: [ClH:24].[NH:35]=[C:12]([N:11]1[CH2:7][CH2:8][CH2:9][CH2:10]1)[C:13]1[CH:23]=[CH:20][C:31]([OH:34])=[CH:30][CH:29]=1.